Regression. Given a peptide amino acid sequence and an MHC pseudo amino acid sequence, predict their binding affinity value. This is MHC class I binding data. From a dataset of Peptide-MHC class I binding affinity with 185,985 pairs from IEDB/IMGT. (1) The peptide sequence is IIDYKSSSK. The MHC is HLA-A03:01 with pseudo-sequence HLA-A03:01. The binding affinity (normalized) is 0.617. (2) The peptide sequence is TLYCVHQEI. The MHC is HLA-A26:02 with pseudo-sequence HLA-A26:02. The binding affinity (normalized) is 0.0847. (3) The peptide sequence is KLSMGLITI. The MHC is HLA-A02:03 with pseudo-sequence HLA-A02:03. The binding affinity (normalized) is 0.706. (4) The peptide sequence is YRPVFSSP. The MHC is Mamu-B08 with pseudo-sequence Mamu-B08. The binding affinity (normalized) is 0.141. (5) The peptide sequence is KFYGPFVDR. The MHC is HLA-A01:01 with pseudo-sequence HLA-A01:01. The binding affinity (normalized) is 0. (6) The peptide sequence is FAPRYLTL. The MHC is H-2-Kb with pseudo-sequence H-2-Kb. The binding affinity (normalized) is 0.957. (7) The peptide sequence is GLYNRHRGR. The MHC is HLA-B15:01 with pseudo-sequence HLA-B15:01. The binding affinity (normalized) is 0.0847.